The task is: Predict the product of the given reaction.. This data is from Forward reaction prediction with 1.9M reactions from USPTO patents (1976-2016). Given the reactants [NH2:1][C:2]1[CH:3]=[CH:4][C:5]([N:12]2[CH2:17][CH2:16][O:15][CH2:14][CH2:13]2)=[C:6]([C:8]([F:11])([F:10])[F:9])[CH:7]=1.C(N(CC)CC)C.Cl[C:26]([O:29]C(=O)OC(Cl)(Cl)Cl)(Cl)Cl.[Cl:37][C:38]1[N:43]=[CH:42][N:41]=[C:40]([O:44][C:45]2[CH:46]=[C:47]3[C:51](=[CH:52][CH:53]=2)[NH:50][CH:49]=[CH:48]3)[CH:39]=1.N, predict the reaction product. The product is: [Cl:37][C:38]1[N:43]=[CH:42][N:41]=[C:40]([O:44][C:45]2[CH:46]=[C:47]3[C:51](=[CH:52][CH:53]=2)[N:50]([C:26]([NH:1][C:2]2[CH:3]=[CH:4][C:5]([N:12]4[CH2:13][CH2:14][O:15][CH2:16][CH2:17]4)=[C:6]([C:8]([F:9])([F:10])[F:11])[CH:7]=2)=[O:29])[CH2:49][CH2:48]3)[CH:39]=1.